Task: Predict which catalyst facilitates the given reaction.. Dataset: Catalyst prediction with 721,799 reactions and 888 catalyst types from USPTO (1) Reactant: [NH2:1][C:2]1[CH:7]=[C:6]([Cl:8])[CH:5]=[CH:4][N:3]=1.[F:9][C:10]1[CH:19]=[C:18]([F:20])[CH:17]=[CH:16][C:11]=1[C:12](=O)[CH2:13]Br.[OH-].[Na+]. Product: [Cl:8][C:6]1[CH:5]=[CH:4][N:3]2[CH:13]=[C:12]([C:11]3[CH:16]=[CH:17][C:18]([F:20])=[CH:19][C:10]=3[F:9])[N:1]=[C:2]2[CH:7]=1. The catalyst class is: 8. (2) Product: [CH3:9][O:10][C:11]1[CH:12]=[C:13]2[C:18](=[CH:19][CH:20]=1)[CH:17]=[C:16]([C@H:21]([CH3:25])[C:22]([O:1][CH2:2][C:3]([CH2:7][OH:8])([CH3:4])[CH2:5][OH:6])=[O:23])[CH:15]=[CH:14]2. Reactant: [OH:1][CH2:2][C:3]([CH2:7][OH:8])([CH2:5][OH:6])[CH3:4].[CH3:9][O:10][C:11]1[CH:12]=[C:13]2[C:18](=[CH:19][CH:20]=1)[CH:17]=[C:16]([C@H:21]([CH3:25])[C:22](O)=[O:23])[CH:15]=[CH:14]2.Cl.CN(C)CCCN=C=NCC.C(N(CC)CC)C. The catalyst class is: 10. (3) The catalyst class is: 3. Reactant: [C:1]([C:5]1[N:10]=[C:9](Cl)[C:8]([C:12]([N:14]([CH2:32][CH:33]([CH3:35])[CH3:34])[C@@H:15]2[CH2:20][N:19](C(OC(C)(C)C)=O)[CH2:18][C@H:17]([C:28]([O:30][CH3:31])=[O:29])[CH2:16]2)=[O:13])=[CH:7][N:6]=1)([CH3:4])([CH3:3])[CH3:2].C(N(C(C)C)CC)(C)C.[CH3:45][S:46][CH2:47][CH2:48][CH2:49][NH2:50].C(=O)([O-])O.[Na+]. Product: [C:1]([C:5]1[N:10]=[C:9]([NH:50][CH2:49][CH2:48][CH2:47][S:46][CH3:45])[C:8]([C:12]([N:14]([CH2:32][CH:33]([CH3:34])[CH3:35])[C@@H:15]2[CH2:20][NH:19][CH2:18][C@H:17]([C:28]([O:30][CH3:31])=[O:29])[CH2:16]2)=[O:13])=[CH:7][N:6]=1)([CH3:2])([CH3:3])[CH3:4]. (4) Product: [CH3:17][C:7]1[C:8]2[CH2:14][C:13]([CH3:16])([CH3:15])[CH2:12][CH2:11][C:9]=2[S:10][C:6]=1[C:4]([OH:5])=[O:3]. The catalyst class is: 8. Reactant: C([O:3][C:4]([C:6]1[S:10][C:9]2[CH2:11][CH2:12][C:13]([CH3:16])([CH3:15])[CH2:14][C:8]=2[C:7]=1[CH3:17])=[O:5])C.[Li+].[OH-].